Dataset: Retrosynthesis with 50K atom-mapped reactions and 10 reaction types from USPTO. Task: Predict the reactants needed to synthesize the given product. (1) Given the product CC#CCN1CCC(C(=O)OC)=Cc2cc(-c3ccc(OCCOCCCC)cc3)ccc21, predict the reactants needed to synthesize it. The reactants are: CC#CCBr.CCCCOCCOc1ccc(-c2ccc3c(c2)C=C(C(=O)OC)CCN3)cc1. (2) Given the product CCCCOC(=O)NC1CCNC1, predict the reactants needed to synthesize it. The reactants are: CCCCOC(=O)NC1CCN(C(=O)OCc2ccccc2)C1.